Dataset: Catalyst prediction with 721,799 reactions and 888 catalyst types from USPTO. Task: Predict which catalyst facilitates the given reaction. (1) Reactant: [Cl:1][C:2]1[C:7]([Cl:8])=[CH:6][C:5]([NH2:9])=[C:4]([NH2:10])[CH:3]=1.[F:11][C:12]([F:19])([F:18])[CH:13]([OH:17])[C:14](O)=O.Cl.C([O-])(O)=O.[Na+]. Product: [Cl:1][C:2]1[C:7]([Cl:8])=[CH:6][C:5]2[NH:9][C:14]([CH:13]([OH:17])[C:12]([F:19])([F:18])[F:11])=[N:10][C:4]=2[CH:3]=1. The catalyst class is: 161. (2) The catalyst class is: 321. Product: [NH2:19][C:11]1[O:12][C@H:13]([C:15]([F:18])([F:17])[F:16])[CH2:14][C@:9]([C:4]2[CH:3]=[C:2]([NH:30][C:28](=[O:29])[C:25]3[CH:24]=[CH:23][C:22]([Cl:21])=[CH:27][N:26]=3)[CH:7]=[N:6][C:5]=2[F:8])([CH3:20])[N:10]=1. Reactant: Br[C:2]1[CH:3]=[C:4]([C@:9]2([CH3:20])[CH2:14][C@@H:13]([C:15]([F:18])([F:17])[F:16])[O:12][C:11]([NH2:19])=[N:10]2)[C:5]([F:8])=[N:6][CH:7]=1.[Cl:21][C:22]1[CH:23]=[CH:24][C:25]([C:28]([NH2:30])=[O:29])=[N:26][CH:27]=1.C(=O)([O-])[O-].[K+].[K+].CN[C@@H]1CCCC[C@H]1NC. (3) Reactant: CC1C=CC(S(OCC2(C)CC3C=C(Cl)C=C(C4C=CC=CC=4)C=3O2)(=O)=O)=CC=1.[N-]=[N+]=[N-].[Na+].N(CC1CC2C=C(Cl)C=C(C3C=CSC=3)C=2O1)=[N+]=[N-].[N:53]([CH2:56][C:57]1([CH3:73])[CH2:61][C:60]2[CH:62]=[C:63]([Cl:72])[CH:64]=[C:65]([C:66]3[CH:71]=[CH:70][CH:69]=[CH:68][CH:67]=3)[C:59]=2[O:58]1)=[N+]=[N-].[N-]=[N+]=[N-]. Product: [Cl:72][C:63]1[CH:64]=[C:65]([C:66]2[CH:71]=[CH:70][CH:69]=[CH:68][CH:67]=2)[C:59]2[O:58][C:57]([CH2:56][NH2:53])([CH3:73])[CH2:61][C:60]=2[CH:62]=1. The catalyst class is: 553. (4) Reactant: C([O:3][C:4]([C:6]1[NH:14][C:9]2=[CH:10][N:11]=[CH:12][CH:13]=[C:8]2[CH:7]=1)=[O:5])C.[OH-].[Na+]. Product: [NH:14]1[C:9]2=[CH:10][N:11]=[CH:12][CH:13]=[C:8]2[CH:7]=[C:6]1[C:4]([OH:5])=[O:3]. The catalyst class is: 8. (5) Reactant: [CH:1]1([CH2:6][CH2:7][C:8]([N:10]([CH2:24][C:25]2[CH:47]=[CH:46][C:28]([C:29]([NH:31][CH2:32][C:33]3[CH:38]=[CH:37][C:36]([O:39][C:40]4[CH:45]=[CH:44][CH:43]=[CH:42][CH:41]=4)=[CH:35][CH:34]=3)=[O:30])=[CH:27][CH:26]=2)[C:11]2[CH:23]=[CH:22][C:14]3[O:15]C(C)(C)[O:17][C:18](=[O:19])[C:13]=3[CH:12]=2)=[O:9])[CH2:5][CH2:4][CH2:3][CH2:2]1.Cl. Product: [CH:1]1([CH2:6][CH2:7][C:8]([N:10]([CH2:24][C:25]2[CH:47]=[CH:46][C:28]([C:29]([NH:31][CH2:32][C:33]3[CH:34]=[CH:35][C:36]([O:39][C:40]4[CH:45]=[CH:44][CH:43]=[CH:42][CH:41]=4)=[CH:37][CH:38]=3)=[O:30])=[CH:27][CH:26]=2)[C:11]2[CH:23]=[CH:22][C:14]([OH:15])=[C:13]([CH:12]=2)[C:18]([OH:19])=[O:17])=[O:9])[CH2:5][CH2:4][CH2:3][CH2:2]1. The catalyst class is: 14. (6) Reactant: [C:1]([C:4]1[CH:5]=[C:6](B)[CH:7]=[CH:8][CH:9]=1)([OH:3])=[O:2].C(=O)([O-])[O-].[K+].[K+].[CH2:17]([C:19]([C:37]1[CH:42]=[CH:41][C:40](OS(C(F)(F)F)(=O)=O)=[C:39]([CH3:51])[CH:38]=1)([C:22]1[CH:27]=[CH:26][C:25](/[CH:28]=[CH:29]/[C:30]([CH2:34][CH3:35])([OH:33])[CH2:31][CH3:32])=[C:24]([CH3:36])[CH:23]=1)[CH2:20][CH3:21])[CH3:18].O. Product: [CH2:17]([C:19]([C:37]1[CH:42]=[CH:41][C:40]([C:6]2[CH:7]=[CH:8][CH:9]=[C:4]([C:1]([OH:3])=[O:2])[CH:5]=2)=[C:39]([CH3:51])[CH:38]=1)([C:22]1[CH:27]=[CH:26][C:25](/[CH:28]=[CH:29]/[C:30]([CH2:31][CH3:32])([OH:33])[CH2:34][CH3:35])=[C:24]([CH3:36])[CH:23]=1)[CH2:20][CH3:21])[CH3:18]. The catalyst class is: 427. (7) Reactant: [C:1]1([CH2:7][CH2:8][N:9]2[CH2:12][C:11]3([CH2:21][C:20](=[O:22])[C:19]4[C:14](=[CH:15][CH:16]=[C:17](/[CH:23]=[CH:24]/[C:25]([NH:27][O:28]C5CCCCO5)=[O:26])[CH:18]=4)[O:13]3)[CH2:10]2)[CH:6]=[CH:5][CH:4]=[CH:3][CH:2]=1.Cl. Product: [C:1]1([CH2:7][CH2:8][N:9]2[CH2:12][C:11]3([CH2:21][C:20](=[O:22])[C:19]4[C:14](=[CH:15][CH:16]=[C:17](/[CH:23]=[CH:24]/[C:25]([NH:27][OH:28])=[O:26])[CH:18]=4)[O:13]3)[CH2:10]2)[CH:6]=[CH:5][CH:4]=[CH:3][CH:2]=1. The catalyst class is: 135.